This data is from Peptide-MHC class I binding affinity with 185,985 pairs from IEDB/IMGT. The task is: Regression. Given a peptide amino acid sequence and an MHC pseudo amino acid sequence, predict their binding affinity value. This is MHC class I binding data. (1) The peptide sequence is EGKDTPGGY. The MHC is HLA-A26:01 with pseudo-sequence HLA-A26:01. The binding affinity (normalized) is 0. (2) The peptide sequence is RLADEGLNR. The MHC is Patr-A0101 with pseudo-sequence Patr-A0101. The binding affinity (normalized) is 0.376. (3) The peptide sequence is PIYKRGDM. The MHC is Mamu-B17 with pseudo-sequence Mamu-B17. The binding affinity (normalized) is 0. (4) The peptide sequence is FEANALSVI. The MHC is BoLA-T2b with pseudo-sequence BoLA-T2b. The binding affinity (normalized) is 0.0641. (5) The binding affinity (normalized) is 0.0847. The peptide sequence is LLRDNRAAL. The MHC is HLA-B27:05 with pseudo-sequence HLA-B27:05.